Dataset: M1 muscarinic receptor antagonist screen with 61,756 compounds. Task: Binary Classification. Given a drug SMILES string, predict its activity (active/inactive) in a high-throughput screening assay against a specified biological target. (1) The drug is S(=O)(=O)(N(C(C(=O)NC1CCCCCC1)C)c1ccc(OCC)cc1)C. The result is 0 (inactive). (2) The compound is S(=O)(=O)(N1CCC2(OCCO2)CC1)c1cc2c(oc(c2C)C(=O)NCc2ccccc2)cc1. The result is 0 (inactive). (3) The drug is S(=O)(=O)(NCC1OCCC1)c1cc(ccc1)C(F)(F)F. The result is 0 (inactive).